From a dataset of Forward reaction prediction with 1.9M reactions from USPTO patents (1976-2016). Predict the product of the given reaction. (1) The product is: [CH:33]1[CH:32]=[CH:31][C:30]([P:23]([C:24]2[CH:29]=[CH:28][CH:27]=[CH:26][CH:25]=2)[C:17]2[CH:22]=[CH:21][CH:20]=[CH:19][CH:18]=2)=[CH:35][CH:34]=1.[CH:30]1([P:23]([CH:17]2[CH2:18][CH2:19][CH2:20][CH2:21][CH2:22]2)[CH:24]2[CH2:29][CH2:28][CH2:27][CH2:26][CH2:25]2)[CH2:31][CH2:32][CH2:33][CH2:34][CH2:35]1. Given the reactants F[B-](F)(F)F.C[Si]([N-][Si](C)(C)C)(C)C.[K+].[SH3+].[CH:17]1([P:23]([CH:30]2[CH2:35][CH2:34][CH2:33][CH2:32][CH2:31]2)[CH:24]2[CH2:29][CH2:28][CH2:27][CH2:26][CH2:25]2)[CH2:22][CH2:21][CH2:20][CH2:19][CH2:18]1, predict the reaction product. (2) Given the reactants [F:1][C@H:2]1[CH2:6][CH2:5][N:4]([C:7](=[O:41])[C@H:8]([NH:10][C:11]([C:13]2[C:21]3[C:16](=[N:17][CH:18]=[C:19]([C:22]4[C:30]5[C:25](=[CH:26][C:27]([Cl:31])=[CH:28][CH:29]=5)[N:24]([CH3:32])[N:23]=4)[N:20]=3)[N:15](COCC[Si](C)(C)C)[CH:14]=2)=[O:12])[CH3:9])[CH2:3]1.FC(F)(F)C(O)=O.C(N)CN.O, predict the reaction product. The product is: [F:1][C@H:2]1[CH2:6][CH2:5][N:4]([C:7](=[O:41])[C@H:8]([NH:10][C:11]([C:13]2[C:21]3[C:16](=[N:17][CH:18]=[C:19]([C:22]4[C:30]5[C:25](=[CH:26][C:27]([Cl:31])=[CH:28][CH:29]=5)[N:24]([CH3:32])[N:23]=4)[N:20]=3)[NH:15][CH:14]=2)=[O:12])[CH3:9])[CH2:3]1.